From a dataset of Blood-brain barrier permeability classification from the B3DB database. Regression/Classification. Given a drug SMILES string, predict its absorption, distribution, metabolism, or excretion properties. Task type varies by dataset: regression for continuous measurements (e.g., permeability, clearance, half-life) or binary classification for categorical outcomes (e.g., BBB penetration, CYP inhibition). Dataset: b3db_classification. (1) The compound is CCCC(=O)OCC(=O)[C@@]1(OC(=O)CC)CC[C@H]2[C@@H]3CCC4=CC(=O)CC[C@]4(C)[C@H]3[C@@H](O)C[C@@]21C. The result is 1 (penetrates BBB). (2) The result is 1 (penetrates BBB). The molecule is CN1CCN(C(=O)Cc2ccc(Cl)c(Cl)c2)[C@H](CN2CCCC2)C1. (3) The drug is NC(N)=NC[C@H]1COC2(CCCCC2)O1. The result is 0 (does not penetrate BBB). (4) The compound is Cc1ccc(NC(=O)c2ccc(CN3CCN(C)CC3)cc2)cc1Nc1nccc(-c2cccnc2)n1. The result is 0 (does not penetrate BBB). (5) The compound is CO/N=C(/C(=O)NC1C(=O)N2C(C(=O)OC(C)OC(C)=O)=C(COC(N)=O)CSC12)c1ccco1. The result is 0 (does not penetrate BBB). (6) The drug is COc1cc2sc(C3CC3)nc2cc1CN[C@H]1CCCN[C@H]1c1ccccc1. The result is 1 (penetrates BBB). (7) The compound is O=c1[nH]c(=O)n([C@H]2C[C@H](O)[C@@H](CO)O2)cc1F. The result is 0 (does not penetrate BBB). (8) The compound is Cc1ncsc1CCCl. The result is 1 (penetrates BBB). (9) The drug is COC(=O)[C@H]1[C@H]2C[C@@H]3c4[nH]c5ccccc5c4CCN3C[C@@H]2C[C@@H](OC(=O)c2cc(OC)c(OC)c(OC)c2)[C@@H]1OC. The result is 1 (penetrates BBB).